From a dataset of Forward reaction prediction with 1.9M reactions from USPTO patents (1976-2016). Predict the product of the given reaction. (1) Given the reactants [CH3:1][C:2]([CH3:25])=[CH:3][CH2:4][C:5]1[C:17]([O:18]C2CCCCO2)=[CH:16][CH:15]=[CH:14][C:6]=1[O:7]C1CCCCO1.CO.C(O)(=O)C(O)=O, predict the reaction product. The product is: [CH3:1][C:2]([CH3:25])=[CH:3][CH2:4][C:5]1[C:17]([OH:18])=[CH:16][CH:15]=[CH:14][C:6]=1[OH:7]. (2) Given the reactants [Br:1][C:2]1[CH:3]=[C:4]2[C:9](=[CH:10][CH:11]=1)[C:8](=[O:12])[CH2:7][CH2:6][CH2:5]2.C(N(CC)CC)C.FC(F)(F)S(O[Si:26]([CH:33]([CH3:35])[CH3:34])([CH:30]([CH3:32])[CH3:31])[CH:27]([CH3:29])[CH3:28])(=O)=O.ClC1C(=O)C(C#N)=C(C#N)C(=O)C=1Cl, predict the reaction product. The product is: [Br:1][C:2]1[CH:3]=[C:4]2[C:9](=[CH:10][CH:11]=1)[C:8]([O:12][Si:26]([CH:33]([CH3:35])[CH3:34])([CH:30]([CH3:32])[CH3:31])[CH:27]([CH3:29])[CH3:28])=[CH:7][CH:6]=[CH:5]2. (3) Given the reactants Br[C:2]1[N:6]=[CH:5][N:4]([C:7]2[CH:12]=[CH:11][C:10]([C:13]([F:16])([F:15])[F:14])=[CH:9][CH:8]=2)[N:3]=1.CC1(C)C(C)(C)OB([C:25]2[CH:31]=[CH:30][C:28]([NH2:29])=[CH:27][CH:26]=2)O1.C(=O)([O-])[O-].[K+].[K+], predict the reaction product. The product is: [F:14][C:13]([F:16])([F:15])[C:10]1[CH:11]=[CH:12][C:7]([N:4]2[CH:5]=[N:6][C:2]([C:25]3[CH:31]=[CH:30][C:28]([NH2:29])=[CH:27][CH:26]=3)=[N:3]2)=[CH:8][CH:9]=1. (4) Given the reactants [CH2:1]([O:8][C:9]1[CH:10]=[C:11]2[C:16](=[CH:17][CH:18]=1)[N:15]=[C:14]([C@:19]1([CH3:25])[CH2:23][O:22]C(=O)[NH:20]1)[N:13]=[CH:12]2)[CH2:2][CH2:3][CH2:4][CH2:5][CH2:6][CH3:7].C(O)C.[OH-].[Li+], predict the reaction product. The product is: [NH2:20][C@@:19]([C:14]1[N:13]=[CH:12][C:11]2[C:16](=[CH:17][CH:18]=[C:9]([O:8][CH2:1][CH2:2][CH2:3][CH2:4][CH2:5][CH2:6][CH3:7])[CH:10]=2)[N:15]=1)([CH3:25])[CH2:23][OH:22]. (5) Given the reactants [CH3:1][C@H:2]1[O:7][C@@H:6]([CH3:8])[CH2:5][NH:4][CH2:3]1.[CH2:9]=O.C[Si]([N:15]=[N+:16]=[N-:17])(C)C.[F:18][C:19]([F:29])([F:28])[C:20]1[CH:25]=[CH:24][C:23]([N+:26]#[C-:27])=[CH:22][CH:21]=1, predict the reaction product. The product is: [CH3:8][C@H:6]1[O:7][C@@H:2]([CH3:1])[CH2:3][N:4]([CH2:9][C:27]2[N:26]([C:23]3[CH:22]=[CH:21][C:20]([C:19]([F:28])([F:29])[F:18])=[CH:25][CH:24]=3)[N:17]=[N:16][N:15]=2)[CH2:5]1. (6) The product is: [Si:1]([O:8][CH2:9][C@@H:10]([N:15]([CH3:16])[C:22]([NH:21][CH2:20][C:19]1[CH:34]=[CH:35][CH:36]=[C:37]([F:38])[C:18]=1[F:17])=[O:33])[CH2:11][CH2:12][CH2:13][OH:14])([C:4]([CH3:7])([CH3:6])[CH3:5])([CH3:3])[CH3:2]. Given the reactants [Si:1]([O:8][CH2:9][C@@H:10]([NH:15][CH3:16])[CH2:11][CH2:12][CH2:13][OH:14])([C:4]([CH3:7])([CH3:6])[CH3:5])([CH3:3])[CH3:2].[F:17][C:18]1[C:37]([F:38])=[CH:36][CH:35]=[CH:34][C:19]=1[CH2:20][NH:21][C:22](=[O:33])OC1C=CC([N+]([O-])=O)=CC=1, predict the reaction product. (7) Given the reactants [CH3:1][S:2]([NH:5][C:6]1[CH:7]=[C:8]([CH2:12][C:13]([O:15]C)=[O:14])[CH:9]=[CH:10][CH:11]=1)(=[O:4])=[O:3].[OH-].[Na+].Cl.O, predict the reaction product. The product is: [CH3:1][S:2]([NH:5][C:6]1[CH:7]=[C:8]([CH2:12][C:13]([OH:15])=[O:14])[CH:9]=[CH:10][CH:11]=1)(=[O:4])=[O:3]. (8) Given the reactants C(O[C:6]([N:8]1[CH2:12][C:11](=[N:13][O:14][CH3:15])[CH2:10][C@H:9]1[C:16]([OH:18])=O)=[O:7])(C)(C)C.[N:19]1[CH:24]=[CH:23][CH:22]=[C:21]([C:25]2[CH:33]=[CH:32][C:28](C(O)=O)=[CH:27][CH:26]=2)[CH:20]=1.[CH2:34]([NH:41][CH2:42][CH2:43][OH:44])[C:35]1[CH:40]=[CH:39][CH:38]=[CH:37][CH:36]=1, predict the reaction product. The product is: [CH2:34]([N:41]([CH2:42][CH2:43][OH:44])[C:16]([C@@H:9]1[CH2:10][C:11](=[N:13][O:14][CH3:15])[CH2:12][N:8]1[C:6](=[O:7])[C:28]1[CH:27]=[CH:26][C:25]([C:21]2[CH:20]=[N:19][CH:24]=[CH:23][CH:22]=2)=[CH:33][CH:32]=1)=[O:18])[C:35]1[CH:40]=[CH:39][CH:38]=[CH:37][CH:36]=1. (9) Given the reactants [OH:1][CH:2]([C:22]1[CH:23]=[C:24]([CH:29]=[CH:30][N:31]=1)[C:25](OC)=[O:26])[CH2:3][C:4]1[CH:12]=[C:11]([CH3:13])[C:10]2[C:6](=[CH:7][N:8]([CH2:14][O:15][CH2:16][CH2:17][Si:18]([CH3:21])([CH3:20])[CH3:19])[N:9]=2)[CH:5]=1.[O:32]=[C:33]1[N:42]([CH:43]2[CH2:48][CH2:47][N:46]([C:49](OC3C=CC([N+]([O-])=O)=CC=3)=[O:50])[CH2:45][CH2:44]2)[CH2:41][C:40]2[C:35](=[CH:36][CH:37]=[CH:38][CH:39]=2)[NH:34]1.[H-].[Na+].[O:63]1CCCC1, predict the reaction product. The product is: [CH3:13][C:11]1[C:10]2[C:6](=[CH:7][N:8]([CH2:14][O:15][CH2:16][CH2:17][Si:18]([CH3:19])([CH3:21])[CH3:20])[N:9]=2)[CH:5]=[C:4]([CH2:3][CH:2]([C:22]2[CH:23]=[C:24]([CH:29]=[CH:30][N:31]=2)[C:25]([OH:26])=[O:63])[O:1][C:49]([N:46]2[CH2:45][CH2:44][CH:43]([N:42]3[CH2:41][C:40]4[C:35](=[CH:36][CH:37]=[CH:38][CH:39]=4)[NH:34][C:33]3=[O:32])[CH2:48][CH2:47]2)=[O:50])[CH:12]=1. (10) Given the reactants [NH2:1][CH:2]([CH2:12][C:13]1[CH:18]=[CH:17][CH:16]=[C:15]([O:19][C:20]([F:25])([F:24])[CH:21]([F:23])[F:22])[CH:14]=1)[CH:3]([C:5]1[CH:10]=[CH:9][CH:8]=[C:7]([F:11])[CH:6]=1)[OH:4].[F:26][C:27]1[C:36]2[C:31](=[CH:32][CH:33]=[CH:34][CH:35]=2)[C:30]([C:37](O)=[O:38])=[CH:29][CH:28]=1.Cl.C(N=C=NCCCN(C)C)C.O.ON1C2C=CC=CC=2N=N1, predict the reaction product. The product is: [F:26][C:27]1[C:36]2[C:31](=[CH:32][CH:33]=[CH:34][CH:35]=2)[C:30]([C:37]([NH:1][CH:2]([CH2:12][C:13]2[CH:18]=[CH:17][CH:16]=[C:15]([O:19][C:20]([F:25])([F:24])[CH:21]([F:23])[F:22])[CH:14]=2)[CH:3]([C:5]2[CH:10]=[CH:9][CH:8]=[C:7]([F:11])[CH:6]=2)[OH:4])=[O:38])=[CH:29][CH:28]=1.